This data is from Forward reaction prediction with 1.9M reactions from USPTO patents (1976-2016). The task is: Predict the product of the given reaction. (1) Given the reactants [Si:1]([O:8][CH2:9][C@:10]1([CH3:19])[S:16][CH2:15][CH2:14][N:13]=[C:12](SC)[CH2:11]1)([C:4]([CH3:7])([CH3:6])[CH3:5])([CH3:3])[CH3:2].[C:20]([C:22]1[CH:23]=[CH:24][C:25]([C:28]2[CH:33]=[CH:32][C:31]([C:34]3([C:37]([NH:39][NH2:40])=O)[CH2:36][CH2:35]3)=[CH:30][CH:29]=2)=[N:26][CH:27]=1)#[N:21], predict the reaction product. The product is: [Si:1]([O:8][CH2:9][C@:10]1([CH3:19])[S:16][CH2:15][CH2:14][N:13]2[C:37]([C:34]3([C:31]4[CH:32]=[CH:33][C:28]([C:25]5[CH:24]=[CH:23][C:22]([C:20]#[N:21])=[CH:27][N:26]=5)=[CH:29][CH:30]=4)[CH2:36][CH2:35]3)=[N:39][N:40]=[C:12]2[CH2:11]1)([C:4]([CH3:7])([CH3:6])[CH3:5])([CH3:3])[CH3:2]. (2) Given the reactants [CH2:1]([N:8]1[C@H:12]([CH2:13][CH2:14][CH3:15])[CH2:11][CH2:10][C@@H:9]1[CH2:16][CH2:17][CH3:18])[C:2]1[CH:7]=[CH:6][CH:5]=[CH:4][CH:3]=1.CCCC(=O)CCC(=O)CCC.[OH-].[K+].C(N)C1C=CC=CC=1.C([BH3-])#N.[Na+].Cl, predict the reaction product. The product is: [CH2:16]([C@H:9]1[CH2:10][CH2:11][C@@H:12]([CH2:13][CH2:14][CH3:15])[NH:8]1)[CH2:17][CH3:18].[CH2:1]([N:8]1[CH:12]([CH2:13][CH2:14][CH3:15])[CH2:11][CH2:10][CH:9]1[CH2:16][CH2:17][CH3:18])[C:2]1[CH:7]=[CH:6][CH:5]=[CH:4][CH:3]=1. (3) Given the reactants Cl.[C:2]1(=[O:12])[C:6]2([CH2:11][CH2:10][NH:9][CH2:8][CH2:7]2)[CH2:5][CH2:4][NH:3]1.C(N(CC)CC)C.[F:20][C:21]([F:34])([F:33])[O:22][C:23]1[CH:28]=[CH:27][C:26]([S:29](Cl)(=[O:31])=[O:30])=[CH:25][CH:24]=1, predict the reaction product. The product is: [F:34][C:21]([F:20])([F:33])[O:22][C:23]1[CH:28]=[CH:27][C:26]([S:29]([N:9]2[CH2:10][CH2:11][C:6]3([C:2](=[O:12])[NH:3][CH2:4][CH2:5]3)[CH2:7][CH2:8]2)(=[O:31])=[O:30])=[CH:25][CH:24]=1.